Dataset: Full USPTO retrosynthesis dataset with 1.9M reactions from patents (1976-2016). Task: Predict the reactants needed to synthesize the given product. (1) Given the product [C:8]([C:10]1[CH:11]=[C:12]([C:20]2[O:24][N:23]=[C:22]([C:25]3[C:26]([CH3:43])=[C:27]4[C:32](=[CH:33][CH:34]=3)[CH2:31][N:30]([CH2:35][C:36]([OH:38])=[O:37])[CH2:29][CH2:28]4)[N:21]=2)[CH:13]=[N:14][C:15]=1[O:16][CH:17]([CH3:19])[CH3:18])#[N:9], predict the reactants needed to synthesize it. The reactants are: FC(F)(F)C(O)=O.[C:8]([C:10]1[CH:11]=[C:12]([C:20]2[O:24][N:23]=[C:22]([C:25]3[C:26]([CH3:43])=[C:27]4[C:32](=[CH:33][CH:34]=3)[CH2:31][N:30]([CH2:35][C:36]([O:38]C(C)(C)C)=[O:37])[CH2:29][CH2:28]4)[N:21]=2)[CH:13]=[N:14][C:15]=1[O:16][CH:17]([CH3:19])[CH3:18])#[N:9]. (2) The reactants are: [Cl:1][C:2]1[CH:7]=[CH:6][CH:5]=[CH:4][C:3]=1[C:8]1[O:12][N:11]=[C:10]([C:13]2[CH:18]=[CH:17][C:16]([Cl:19])=[CH:15][C:14]=2[Cl:20])[C:9]=1[C:21]([C:23]1[CH:24]=[N:25][CH:26]=[CH:27][CH:28]=1)=[O:22].[BH4-].[Na+]. Given the product [Cl:1][C:2]1[CH:7]=[CH:6][CH:5]=[CH:4][C:3]=1[C:8]1[O:12][N:11]=[C:10]([C:13]2[CH:18]=[CH:17][C:16]([Cl:19])=[CH:15][C:14]=2[Cl:20])[C:9]=1[CH:21]([C:23]1[CH:24]=[N:25][CH:26]=[CH:27][CH:28]=1)[OH:22], predict the reactants needed to synthesize it. (3) Given the product [NH2:11][C:9]1[N:8]=[CH:7][N:6]=[C:5]2[N:4]([C@H:12]3[CH2:17][CH2:16][C@@H:15]([N:18]4[CH2:23][CH2:22][N:21]([CH3:24])[CH2:20][CH2:19]4)[CH2:14][CH2:13]3)[N:3]=[C:2]([C:30]3[CH:29]=[CH:28][C:27]([NH:41][C:42]4[O:43][C:44]5[CH:50]=[CH:49][CH:48]=[CH:47][C:45]=5[N:46]=4)=[C:26]([F:25])[CH:31]=3)[C:10]=12, predict the reactants needed to synthesize it. The reactants are: I[C:2]1[C:10]2[C:5](=[N:6][CH:7]=[N:8][C:9]=2[NH2:11])[N:4]([C@H:12]2[CH2:17][CH2:16][C@@H:15]([N:18]3[CH2:23][CH2:22][N:21]([CH3:24])[CH2:20][CH2:19]3)[CH2:14][CH2:13]2)[N:3]=1.[F:25][C:26]1[CH:31]=[C:30](B2OC(C)(C)C(C)(C)O2)[CH:29]=[CH:28][C:27]=1[NH:41][C:42]1[O:43][C:44]2[CH:50]=[CH:49][CH:48]=[CH:47][C:45]=2[N:46]=1.O.C(=O)([O-])[O-].[Na+].[Na+]. (4) Given the product [CH3:25][C:24]([CH3:27])([CH3:26])[C:28]#[C:29][C:2]1[CH:23]=[CH:22][C:5]([C:6]([NH:8][S:9]([C:12]2[CH:17]=[CH:16][CH:15]=[CH:14][C:13]=2[S:18](=[O:21])(=[O:20])[NH2:19])(=[O:11])=[O:10])=[O:7])=[CH:4][CH:3]=1, predict the reactants needed to synthesize it. The reactants are: Br[C:2]1[CH:23]=[CH:22][C:5]([C:6]([NH:8][S:9]([C:12]2[CH:17]=[CH:16][CH:15]=[CH:14][C:13]=2[S:18](=[O:21])(=[O:20])[NH2:19])(=[O:11])=[O:10])=[O:7])=[CH:4][CH:3]=1.[C:24]([C:28]#[C:29]B(OC(C)C)OC(C)C)([CH3:27])([CH3:26])[CH3:25].C(=O)([O-])[O-].[Na+].[Na+].O. (5) The reactants are: [CH3:1][O:2][CH2:3][CH2:4][C:5]1[N:6]([CH2:32][CH2:33][CH3:34])[C:7]2[C:16]3[CH:15]=[CH:14][C:13]([O:17][CH:18]4[CH2:23][CH2:22][N:21]([C:24]([O:26][C:27]([CH3:30])([CH3:29])[CH3:28])=[O:25])[CH2:20][CH2:19]4)=[CH:12][C:11]=3[N:10]=[CH:9][C:8]=2[N:31]=1.C1C=C(Cl)C=C(C(OO)=O)C=1.[OH-].[NH4+:47].C1(C)C=CC(S(Cl)(=O)=O)=CC=1. Given the product [NH2:47][C:9]1[C:8]2[N:31]=[C:5]([CH2:4][CH2:3][O:2][CH3:1])[N:6]([CH2:32][CH2:33][CH3:34])[C:7]=2[C:16]2[CH:15]=[CH:14][C:13]([O:17][CH:18]3[CH2:23][CH2:22][N:21]([C:24]([O:26][C:27]([CH3:28])([CH3:29])[CH3:30])=[O:25])[CH2:20][CH2:19]3)=[CH:12][C:11]=2[N:10]=1, predict the reactants needed to synthesize it. (6) Given the product [N:8]1([C:5]2[N:6]=[N:7][C:2]([NH:15][CH2:16][C:17]3[CH:18]=[CH:19][C:20]([C:21]([O:23][CH3:24])=[O:22])=[CH:25][CH:26]=3)=[CH:3][CH:4]=2)[CH2:13][CH2:12][O:11][CH2:10][CH2:9]1, predict the reactants needed to synthesize it. The reactants are: Cl[C:2]1[N:7]=[N:6][C:5]([N:8]2[CH2:13][CH2:12][O:11][CH2:10][CH2:9]2)=[CH:4][CH:3]=1.Cl.[NH2:15][CH2:16][C:17]1[CH:26]=[CH:25][C:20]([C:21]([O:23][CH3:24])=[O:22])=[CH:19][CH:18]=1.[NH4+].[Cl-]. (7) Given the product [ClH:16].[NH:2]1[CH:11]=[CH:12][N:13]=[C:1]1[C:3]1[N:8]=[CH:7][CH:6]=[CH:5][N:4]=1, predict the reactants needed to synthesize it. The reactants are: [C:1]([C:3]1[N:8]=[CH:7][CH:6]=[CH:5][N:4]=1)#[N:2].CO[CH:11](OC)[CH2:12][NH2:13].[ClH:16].